From a dataset of Catalyst prediction with 721,799 reactions and 888 catalyst types from USPTO. Predict which catalyst facilitates the given reaction. (1) Reactant: [CH:1]1([C:4]2[O:8][N:7]=[C:6]([C:9]3[CH:14]=[CH:13][CH:12]=[CH:11][C:10]=3[CH3:15])[C:5]=2[CH2:16][O:17][CH:18]2[CH2:24][CH:23]3[N:25](C(OC(C)(C)C)=O)[CH:20]([CH2:21][CH2:22]3)[CH2:19]2)[CH2:3][CH2:2]1. Product: [CH:23]12[NH:25][CH:20]([CH2:21][CH2:22]1)[CH2:19][CH:18]([O:17][CH2:16][C:5]1[C:6]([C:9]3[CH:14]=[CH:13][CH:12]=[CH:11][C:10]=3[CH3:15])=[N:7][O:8][C:4]=1[CH:1]1[CH2:2][CH2:3]1)[CH2:24]2. The catalyst class is: 330. (2) Reactant: [CH3:1][C:2]1[N:6]([C:7]2[CH:12]=[CH:11][C:10]([N+:13]([O-:15])=[O:14])=[CH:9][CH:8]=2)[N:5]=[C:4]([C:16]([OH:18])=O)[N:3]=1.C[CH2:20][N:21](C(C)C)C(C)C.C(OC(Cl)=O)C(C)C.CN. Product: [CH3:20][NH:21][C:16]([C:4]1[N:3]=[C:2]([CH3:1])[N:6]([C:7]2[CH:8]=[CH:9][C:10]([N+:13]([O-:15])=[O:14])=[CH:11][CH:12]=2)[N:5]=1)=[O:18]. The catalyst class is: 59. (3) Reactant: [OH:1][C:2]1[CH:11]=[CH:10][CH:9]=[C:8]2[C:3]=1[CH:4]=[CH:5][N:6]=[CH:7]2.[Br:12]Br. Product: [Br:12][C:9]1[CH:10]=[CH:11][C:2]([OH:1])=[C:3]2[C:8]=1[CH:7]=[N:6][CH:5]=[CH:4]2. The catalyst class is: 53. (4) Reactant: [CH2:1]([CH:3]([NH:6][C:7]1[CH:12]=[C:11]([CH3:13])[N:10]=[C:9]([O:14][C:15]2[C:20]([CH3:21])=[CH:19][C:18]([C:22](O)([CH3:24])[CH3:23])=[CH:17][C:16]=2[CH3:26])[C:8]=1[CH3:27])[CH2:4][CH3:5])[CH3:2]. Product: [CH2:1]([CH:3]([NH:6][C:7]1[CH:12]=[C:11]([CH3:13])[N:10]=[C:9]([O:14][C:15]2[C:20]([CH3:21])=[CH:19][C:18]([C:22]([CH3:24])=[CH2:23])=[CH:17][C:16]=2[CH3:26])[C:8]=1[CH3:27])[CH2:4][CH3:5])[CH3:2]. The catalyst class is: 48. (5) Reactant: [ClH:1].[NH2:2][C:3]([C@@H:5]1[CH2:10][CH2:9][C@H:8]([NH:11]C(=O)OC(C)(C)C)[CH2:7][CH2:6]1)=[O:4]. Product: [ClH:1].[NH2:11][C@@H:8]1[CH2:9][CH2:10][C@H:5]([C:3]([NH2:2])=[O:4])[CH2:6][CH2:7]1. The catalyst class is: 12.